The task is: Predict which catalyst facilitates the given reaction.. This data is from Catalyst prediction with 721,799 reactions and 888 catalyst types from USPTO. (1) Reactant: [C:1]([O:5][C:6]([C@H:8]1[CH2:11][C@@H:10]([C:12]([OH:14])=[O:13])[C:9]1([CH3:16])[CH3:15])=[O:7])([CH3:4])([CH3:3])[CH3:2].[CH:17]1[CH:22]=[CH:21][C:20]([CH2:23]Br)=[CH:19][CH:18]=1. Product: [CH3:15][C:9]1([CH3:16])[C@@H:8]([C:6]([O:5][C:1]([CH3:4])([CH3:2])[CH3:3])=[O:7])[CH2:11][C@H:10]1[C:12]([O:14][CH2:23][C:20]1[CH:21]=[CH:22][CH:17]=[CH:18][CH:19]=1)=[O:13]. The catalyst class is: 39. (2) Reactant: O[Li].O.[Br:4][C:5]1[CH:6]=[CH:7][C:8]2[N:9]([CH2:19][CH:20]3[O:24]C(=O)[N:22]([C:26]4[CH:31]=[CH:30][CH:29]=[CH:28][N:27]=4)[CH2:21]3)[C:10]3[C:15]([C:16]=2[CH:17]=1)=[CH:14][C:13]([Br:18])=[CH:12][CH:11]=3. Product: [Br:18][C:13]1[CH:12]=[CH:11][C:10]2[N:9]([CH2:19][CH:20]([OH:24])[CH2:21][NH:22][C:26]3[CH:31]=[CH:30][CH:29]=[CH:28][N:27]=3)[C:8]3[C:16]([C:15]=2[CH:14]=1)=[CH:17][C:5]([Br:4])=[CH:6][CH:7]=3. The catalyst class is: 20. (3) Reactant: [C:1]([O:5][C:6]([N:8]1[CH2:16][C:15]2[C:10](=[CH:11][CH:12]=[C:13](I)[CH:14]=2)[CH2:9]1)=[O:7])([CH3:4])([CH3:3])[CH3:2]. Product: [C:1]([O:5][C:6]([N:8]1[CH2:16][C:15]2[C:10](=[CH:11][CH:12]=[C:13]([O:5][CH:1]([CH3:3])[CH3:2])[CH:14]=2)[CH2:9]1)=[O:7])([CH3:4])([CH3:3])[CH3:2]. The catalyst class is: 41. (4) Reactant: [F:1][C:2]1[CH:7]=[CH:6][C:5]([C:8](=O)[C:9]([C:12]2C=C[N:15]=[C:14](F)[CH:13]=2)=[N:10][OH:11])=[CH:4][CH:3]=1.[CH3:20][C:21]([CH3:25])([CH3:24])[CH:22]=O.[C:26]([O-:29])(=O)[CH3:27].[NH4+:30]. Product: [C:21]([C:22]1[N:10]([OH:11])[C:9]([C:12]2[CH:13]=[CH:14][NH:15][C:26](=[O:29])[CH:27]=2)=[C:8]([C:5]2[CH:6]=[CH:7][C:2]([F:1])=[CH:3][CH:4]=2)[N:30]=1)([CH3:25])([CH3:24])[CH3:20]. The catalyst class is: 15. (5) Reactant: Cl[C:2]1[N:9]=[C:8]([Cl:10])[CH:7]=[CH:6][C:3]=1[CH:4]=O.[CH3:11][NH:12][NH2:13].O. Product: [Cl:10][C:8]1[CH:7]=[CH:6][C:3]2[C:2](=[N:13][N:12]([CH3:11])[CH:4]=2)[N:9]=1. The catalyst class is: 1. (6) Reactant: C[O:2][C:3]([C:5]1([NH:12][C:13](=[O:33])[C:14]2[CH:19]=[CH:18][C:17]([O:20][CH3:21])=[C:16]([O:22][CH2:23][CH2:24][C:25]3[CH:30]=[C:29]([CH3:31])[CH:28]=[CH:27][C:26]=3[F:32])[CH:15]=2)[CH2:11][CH2:10][CH2:9][CH2:8][CH2:7][CH2:6]1)=[O:4].[OH-].[Li+]. Product: [F:32][C:26]1[CH:27]=[CH:28][C:29]([CH3:31])=[CH:30][C:25]=1[CH2:24][CH2:23][O:22][C:16]1[CH:15]=[C:14]([CH:19]=[CH:18][C:17]=1[O:20][CH3:21])[C:13]([NH:12][C:5]1([C:3]([OH:4])=[O:2])[CH2:11][CH2:10][CH2:9][CH2:8][CH2:7][CH2:6]1)=[O:33]. The catalyst class is: 12.